Dataset: Reaction yield outcomes from USPTO patents with 853,638 reactions. Task: Predict the reaction yield, written as a fraction of the theoretical maximum amount of product (1.0 means a 100% yield; for example, 0.34 means a 34% yield). The reactants are [Br:1][C:2]1[CH:3]=[C:4]2[C:8](=[CH:9][CH:10]=1)[NH:7][C:6]([C:11]1[CH:16]=[CH:15][C:14]([F:17])=[CH:13][CH:12]=1)=[C:5]2[C:18]([O:20]CC)=O.B(Br)(Br)Br.C(Cl)Cl.[CH3:30][NH2:31].C1COCC1. The catalyst is ClCCCl. The product is [Br:1][C:2]1[CH:3]=[C:4]2[C:8](=[CH:9][CH:10]=1)[NH:7][C:6]([C:11]1[CH:16]=[CH:15][C:14]([F:17])=[CH:13][CH:12]=1)=[C:5]2[C:18]([NH:31][CH3:30])=[O:20]. The yield is 0.700.